Dataset: Catalyst prediction with 721,799 reactions and 888 catalyst types from USPTO. Task: Predict which catalyst facilitates the given reaction. (1) Reactant: I[CH2:2][CH:3]([CH3:6])[CH:4]=[CH2:5].[Li]C(C)(C)C.[Si:12]([O:19][CH2:20][C:21]1[N:22]([CH3:34])[C:23]2[C:28]([CH:29]=1)=[CH:27][C:26]([CH:30]=[O:31])=[C:25]([CH:32]=[CH2:33])[CH:24]=2)([C:15]([CH3:18])([CH3:17])[CH3:16])([CH3:14])[CH3:13]. Product: [Si:12]([O:19][CH2:20][C:21]1[N:22]([CH3:34])[C:23]2[C:28]([CH:29]=1)=[CH:27][C:26]([CH:30]([OH:31])[CH2:2][CH:3]([CH3:6])[CH:4]=[CH2:5])=[C:25]([CH:32]=[CH2:33])[CH:24]=2)([C:15]([CH3:18])([CH3:17])[CH3:16])([CH3:14])[CH3:13]. The catalyst class is: 332. (2) Reactant: Cl[C:2]1[C:7]([S:8][CH3:9])=[C:6]([O:10][CH3:11])[N:5]=[C:4]([O:12][CH3:13])[N:3]=1.[C:14]([O:21][CH3:22])(=[O:20])[CH2:15][C:16]([O:18][CH3:19])=[O:17].[H-].[Na+]. Product: [CH3:19][O:18][C:16](=[O:17])[CH:15]([C:2]1[C:7]([S:8][CH3:9])=[C:6]([O:10][CH3:11])[N:5]=[C:4]([O:12][CH3:13])[N:3]=1)[C:14]([O:21][CH3:22])=[O:20]. The catalyst class is: 3. (3) Reactant: C(OC(=O)[NH:7][C@H:8]1[CH2:13][CH2:12][C@@H:11]([CH2:14][NH:15][C:16](=[O:25])[C:17]2[CH:22]=[CH:21][C:20]([F:23])=[C:19]([F:24])[CH:18]=2)[CH2:10][CH2:9]1)(C)(C)C.Cl. Product: [NH2:7][C@@H:8]1[CH2:13][CH2:12][C@H:11]([CH2:14][NH:15][C:16](=[O:25])[C:17]2[CH:22]=[CH:21][C:20]([F:23])=[C:19]([F:24])[CH:18]=2)[CH2:10][CH2:9]1. The catalyst class is: 25. (4) Reactant: [NH:1]1[CH2:5][CH2:4][CH2:3][CH:2]1[CH2:6][O:7][C:8]1[CH:13]=[CH:12][C:11]([C:14]([O:16][CH3:17])=[O:15])=[CH:10][N:9]=1.[Cl:18][C:19]1[CH:24]=[CH:23][CH:22]=[CH:21][C:20]=1[NH:25][C:26](=[O:40])[NH:27][C:28]1[CH:33]=[CH:32][C:31]([CH2:34][C:35](O)=[O:36])=[CH:30][C:29]=1[O:38][CH3:39].CCN=C=NCCCN(C)C.Cl. Product: [Cl:18][C:19]1[CH:24]=[CH:23][CH:22]=[CH:21][C:20]=1[NH:25][C:26](=[O:40])[NH:27][C:28]1[CH:33]=[CH:32][C:31]([CH2:34][C:35]([N:1]2[CH2:5][CH2:4][CH2:3][CH:2]2[CH2:6][O:7][C:8]2[CH:13]=[CH:12][C:11]([C:14]([O:16][CH3:17])=[O:15])=[CH:10][N:9]=2)=[O:36])=[CH:30][C:29]=1[O:38][CH3:39]. The catalyst class is: 241. (5) Reactant: [Si:1]([O:8][CH:9]1[CH2:13][CH2:12][N:11]([C:14]2[CH:22]=[CH:21][CH:20]=[C:19]3[C:15]=2[CH:16]=[CH:17][N:18]3[C:23]2[CH:28]=[CH:27][N:26]=[C:25](S(C)(=O)=O)[N:24]=2)[CH2:10]1)([C:4]([CH3:7])([CH3:6])[CH3:5])([CH3:3])[CH3:2].Cl.[NH2:34][CH:35]1[CH2:40][CH2:39][CH:38]([NH:41][S:42]([CH3:45])(=[O:44])=[O:43])[CH2:37][CH2:36]1.CCN(C(C)C)C(C)C. Product: [Si:1]([O:8][CH:9]1[CH2:13][CH2:12][N:11]([C:14]2[CH:22]=[CH:21][CH:20]=[C:19]3[C:15]=2[CH:16]=[CH:17][N:18]3[C:23]2[CH:28]=[CH:27][N:26]=[C:25]([NH:34][CH:35]3[CH2:40][CH2:39][CH:38]([NH:41][S:42]([CH3:45])(=[O:44])=[O:43])[CH2:37][CH2:36]3)[N:24]=2)[CH2:10]1)([C:4]([CH3:7])([CH3:6])[CH3:5])([CH3:2])[CH3:3]. The catalyst class is: 37. (6) Reactant: [H-].[Na+].[Cl:3][C:4]1[CH:9]=[CH:8][C:7]([OH:10])=[CH:6][CH:5]=1.Cl[C:12]1[CH:17]=[CH:16][C:15]([C:18]2[S:19][C:20]3[N:21]=[CH:22][N:23]=[CH:24][C:25]=3[N:26]=2)=[CH:14][C:13]=1[C:27]#[N:28].O. Product: [Cl:3][C:4]1[CH:9]=[CH:8][C:7]([O:10][C:12]2[CH:17]=[CH:16][C:15]([C:18]3[S:19][C:20]4[N:21]=[CH:22][N:23]=[CH:24][C:25]=4[N:26]=3)=[CH:14][C:13]=2[C:27]#[N:28])=[CH:6][CH:5]=1. The catalyst class is: 16. (7) The catalyst class is: 8. Product: [CH3:22][S:23][C:8]1[C:7]2[C:3](=[N:4][O:5][N:6]=2)[C:2]([N+:11]([O-:13])=[O:12])=[CH:1][CH:9]=1. Reactant: [CH:1]1[CH:9]=[C:8](Cl)[C:7]2[C:3](=[N:4][O:5][N:6]=2)[C:2]=1[N+:11]([O-:13])=[O:12].P([O-])([O-])([O-])=O.[Na+].[Na+].[Na+].[CH3:22][S-:23].[Na+]. (8) Reactant: Br[C:2]1[CH:3]=[CH:4][C:5]([O:8][C:9]2[CH:10]=[C:11]([CH:26]=[CH:27][CH:28]=2)[CH:12]=[C:13]2[CH2:18][CH2:17][N:16]([C:19]([O:21][C:22]([CH3:25])([CH3:24])[CH3:23])=[O:20])[CH2:15][CH2:14]2)=[N:6][CH:7]=1.[CH:29]1(B(O)O)[CH2:31][CH2:30]1.P([O-])([O-])([O-])=O.[K+].[K+].[K+].C1(P(C2CCCCC2)C2CCCCC2)CCCCC1. Product: [CH:29]1([C:2]2[CH:3]=[CH:4][C:5]([O:8][C:9]3[CH:10]=[C:11]([CH:26]=[CH:27][CH:28]=3)[CH:12]=[C:13]3[CH2:18][CH2:17][N:16]([C:19]([O:21][C:22]([CH3:25])([CH3:24])[CH3:23])=[O:20])[CH2:15][CH2:14]3)=[N:6][CH:7]=2)[CH2:31][CH2:30]1. The catalyst class is: 498.